Dataset: Reaction yield outcomes from USPTO patents with 853,638 reactions. Task: Predict the reaction yield, written as a fraction of the theoretical maximum amount of product (1.0 means a 100% yield; for example, 0.34 means a 34% yield). (1) The reactants are [CH2:1]([O:3][C:4]([C:6]1[C:7](=[O:29])[C:8]2[CH:13]=[N:12][C:11](S(C)(=O)=O)=[N:10][C:9]=2[N:18]([C:20]2[CH:21]=[C:22]3[C:26](=[CH:27][CH:28]=2)[CH2:25][CH2:24][CH2:23]3)[CH:19]=1)=[O:5])[CH3:2].[N:30]1([CH2:36][C:37]2[CH:42]=[CH:41][C:40]([NH2:43])=[CH:39][CH:38]=2)[CH2:35][CH2:34][O:33][CH2:32][CH2:31]1. The catalyst is CC(O)C. The product is [CH2:1]([O:3][C:4]([C:6]1[C:7](=[O:29])[C:8]2[CH:13]=[N:12][C:11]([NH:43][C:40]3[CH:39]=[CH:38][C:37]([CH2:36][N:30]4[CH2:31][CH2:32][O:33][CH2:34][CH2:35]4)=[CH:42][CH:41]=3)=[N:10][C:9]=2[N:18]([C:20]2[CH:21]=[C:22]3[C:26](=[CH:27][CH:28]=2)[CH2:25][CH2:24][CH2:23]3)[CH:19]=1)=[O:5])[CH3:2]. The yield is 0.620. (2) The reactants are [OH:1][CH:2]1[C:11]2[CH:10]=[N:9][CH:8]=[C:7]([C:12]3[CH:19]=[CH:18][C:15]([C:16]#[N:17])=[CH:14][CH:13]=3)[C:6]=2[CH2:5][CH2:4][CH2:3]1.[CH2:20]([N:22]=[C:23]=[O:24])[CH3:21].CCN(CC)CC.C([O-])(O)=O.[Na+]. The catalyst is C(Cl)Cl.CN(C1C=CN=CC=1)C.CO. The product is [CH2:20]([NH:22][C:23](=[O:24])[O:1][CH:2]1[C:11]2[CH:10]=[N:9][CH:8]=[C:7]([C:12]3[CH:13]=[CH:14][C:15]([C:16]#[N:17])=[CH:18][CH:19]=3)[C:6]=2[CH2:5][CH2:4][CH2:3]1)[CH3:21]. The yield is 0.510. (3) The reactants are [C:1]([O:5][C:6](=[O:28])[NH:7][CH2:8][CH2:9][C:10]1[CH:15]=[CH:14][C:13]([O:16][C:17]2[CH:22]=[CH:21][C:20]([Cl:23])=[C:19]([C:24]([F:27])([F:26])[F:25])[CH:18]=2)=[CH:12][CH:11]=1)([CH3:4])([CH3:3])[CH3:2].[CH3:29]I. The catalyst is C1COCC1.[H-].[Na+]. The product is [C:1]([O:5][C:6](=[O:28])[N:7]([CH2:8][CH2:9][C:10]1[CH:11]=[CH:12][C:13]([O:16][C:17]2[CH:22]=[CH:21][C:20]([Cl:23])=[C:19]([C:24]([F:25])([F:26])[F:27])[CH:18]=2)=[CH:14][CH:15]=1)[CH3:29])([CH3:4])([CH3:2])[CH3:3]. The yield is 0.561. (4) The reactants are [N:1]12[CH2:8][CH2:7][C:4]([C:9]([C:16]3[S:17][CH:18]=[CH:19][CH:20]=3)([C:11]3[S:12][CH:13]=[CH:14][CH:15]=3)[OH:10])([CH2:5][CH2:6]1)[CH2:3][CH2:2]2.[Br:21][CH2:22][CH2:23][C:24]1[CH:29]=[CH:28][CH:27]=[CH:26][CH:25]=1. The catalyst is CO. The product is [Br-:21].[OH:10][C:9]([C:16]1[S:17][CH:18]=[CH:19][CH:20]=1)([C:11]1[S:12][CH:13]=[CH:14][CH:15]=1)[C:4]12[CH2:5][CH2:6][N+:1]([CH2:22][CH2:23][C:24]3[CH:29]=[CH:28][CH:27]=[CH:26][CH:25]=3)([CH2:8][CH2:7]1)[CH2:2][CH2:3]2. The yield is 0.489. (5) The reactants are [F:1][C:2]([F:43])([F:42])[C:3]1[CH:4]=[C:5]([CH:39]=[CH:40][CH:41]=1)[CH2:6][NH:7][C:8](=[O:38])[C:9]1[CH:14]=[CH:13][N:12]=[C:11]([C:15]2[CH:20]=[C:19]([N:21]3[CH2:26][CH2:25][CH2:24][CH2:23][CH2:22]3)[CH:18]=[CH:17][C:16]=2[NH:27][C:28](=[O:37])[C:29]2(CCl)[CH:34]=[CH:33][CH:32]=[CH:31][NH:30]2)[CH:10]=1.[NH:44]1[CH2:48][CH2:47][C@H:46]([NH:49][C:50](=[O:52])[CH3:51])[CH2:45]1.[C:53](=O)([O-])[O-].[K+].[K+].[I-].[K+]. The catalyst is CN(C)C=O.C(OCC)(=O)C. The product is [C:50]([NH:49][C@H:46]1[CH2:47][CH2:48][N:44]([CH2:53][C:31]2[N:30]=[C:29]([C:28]([NH:27][C:16]3[CH:17]=[CH:18][C:19]([N:21]4[CH2:26][CH2:25][CH2:24][CH2:23][CH2:22]4)=[CH:20][C:15]=3[C:11]3[CH:10]=[C:9]([C:8](=[O:38])[NH:7][CH2:6][C:5]4[CH:39]=[CH:40][CH:41]=[C:3]([C:2]([F:43])([F:1])[F:42])[CH:4]=4)[CH:14]=[CH:13][N:12]=3)=[O:37])[CH:34]=[CH:33][CH:32]=2)[CH2:45]1)(=[O:52])[CH3:51]. The yield is 0.390. (6) The reactants are [N+:1]([C:4]1[CH:9]=[CH:8][C:7]([CH2:10][S:11](Cl)(=[O:13])=[O:12])=[CH:6][CH:5]=1)([O-:3])=[O:2].[CH3:15][C@H:16]1[CH2:21][NH:20][CH2:19][C@@H:18]([CH3:22])[NH:17]1.C(N(CC)CC)C. The catalyst is C(Cl)Cl. The product is [CH3:15][C@H:16]1[NH:17][C@@H:18]([CH3:22])[CH2:19][N:20]([S:11]([CH2:10][C:7]2[CH:8]=[CH:9][C:4]([N+:1]([O-:3])=[O:2])=[CH:5][CH:6]=2)(=[O:13])=[O:12])[CH2:21]1. The yield is 0.900.